From a dataset of Retrosynthesis with 50K atom-mapped reactions and 10 reaction types from USPTO. Predict the reactants needed to synthesize the given product. (1) Given the product CC(NC(=O)C=Cc1ccc(F)c(F)c1)c1cccc(N2CCO[C@@H](CNC(=O)OC(C)(C)C)C2)c1, predict the reactants needed to synthesize it. The reactants are: CC(N)c1cccc(N2CCO[C@@H](CNC(=O)OC(C)(C)C)C2)c1.O=C(O)C=Cc1ccc(F)c(F)c1. (2) Given the product CN(C)c1ccc(Nc2cnc(N(C)C)nc2)cc1, predict the reactants needed to synthesize it. The reactants are: CN(C)c1ccc(N)cc1.CN(C)c1ncc(Br)cn1. (3) Given the product O=C1CCCN1CCc1ccc(Br)cc1, predict the reactants needed to synthesize it. The reactants are: NCCc1ccc(Br)cc1.O=C(Cl)CCCCl. (4) Given the product COCCOc1cc(Br)ccc1Cn1c(-c2ccccc2)nc(Cl)c1C=O, predict the reactants needed to synthesize it. The reactants are: COCCOc1cc(Br)ccc1CBr.O=Cc1[nH]c(-c2ccccc2)nc1Cl. (5) Given the product O=C(O)CC(NC(=O)Cc1ccccc1)c1cccc(Cl)c1, predict the reactants needed to synthesize it. The reactants are: NC(CC(=O)O)c1cccc(Cl)c1.O=C(Cl)Cc1ccccc1. (6) Given the product COc1cc(Br)c(C)cc1Oc1ccccc1, predict the reactants needed to synthesize it. The reactants are: COc1cc(Br)c(C)cc1O.OB(O)c1ccccc1. (7) Given the product CC(C)(O)CNc1c([N+](=O)[O-])cnc2cc(Br)cnc12, predict the reactants needed to synthesize it. The reactants are: CC(C)(O)CN.O=[N+]([O-])c1cnc2cc(Br)cnc2c1Cl. (8) Given the product CCOC(=O)c1cccc(OC2CCCC2)c1, predict the reactants needed to synthesize it. The reactants are: BrC1CCCC1.CCOC(=O)c1cccc(O)c1.